Dataset: Reaction yield outcomes from USPTO patents with 853,638 reactions. Task: Predict the reaction yield, written as a fraction of the theoretical maximum amount of product (1.0 means a 100% yield; for example, 0.34 means a 34% yield). (1) The yield is 0.530. The reactants are P(Cl)(Cl)(Cl)=O.C(OC([N:11]1[CH:20]=[CH:19][C:18]2[C:13](=[CH:14][C:15]([O:23][CH2:24][C:25]3[CH:30]=[CH:29][CH:28]=[CH:27][CH:26]=3)=[C:16]([O:21][CH3:22])[CH:17]=2)[CH:12]1[CH2:31][C:32]1[CH:37]=[CH:36][CH:35]=[C:34]([O:38][CH3:39])[CH:33]=1)=O)C.O.[OH-].[K+].CN(C)[CH:45]=[O:46]. The product is [CH2:24]([O:23][C:15]1[CH:14]=[C:13]2[C:18]([C:19]([CH:45]=[O:46])=[CH:20][N:11]=[C:12]2[CH2:31][C:32]2[CH:37]=[CH:36][CH:35]=[C:34]([O:38][CH3:39])[CH:33]=2)=[CH:17][C:16]=1[O:21][CH3:22])[C:25]1[CH:30]=[CH:29][CH:28]=[CH:27][CH:26]=1. The catalyst is CO.ClCCl. (2) The reactants are C([O:3][C:4]([C:6]1[N:7]=[N:8][N:9]([CH3:18])[C:10]=1[C:11]1[CH:16]=[CH:15][C:14]([Br:17])=[CH:13][CH:12]=1)=[O:5])C.[OH-].[Li+]. The catalyst is C1COCC1. The product is [Br:17][C:14]1[CH:15]=[CH:16][C:11]([C:10]2[N:9]([CH3:18])[N:8]=[N:7][C:6]=2[C:4]([OH:5])=[O:3])=[CH:12][CH:13]=1. The yield is 1.00. (3) The reactants are Cl[C:2]1[C:7]([CH:8]([CH2:13][CH2:14][CH3:15])[C:9]([O:11][CH3:12])=[O:10])=[C:6]([CH3:16])[N:5]=[C:4]([N:17]2[CH2:22][CH2:21][CH2:20][CH2:19][CH2:18]2)[N:3]=1.C(N(CC)C(C)C)(C)C.[N:32]1[C:41]2[C:36](=[CH:37][CH:38]=[CH:39][C:40]=2B(O)O)[CH:35]=[CH:34][CH:33]=1. The catalyst is COCCOC.O.[Pd].C1(P(C2C=CC=CC=2)C2C=CC=CC=2)C=CC=CC=1.C1(P(C2C=CC=CC=2)C2C=CC=CC=2)C=CC=CC=1.C1(P(C2C=CC=CC=2)C2C=CC=CC=2)C=CC=CC=1.C1(P(C2C=CC=CC=2)C2C=CC=CC=2)C=CC=CC=1. The product is [CH3:16][C:6]1[C:7]([CH:8]([CH2:13][CH2:14][CH3:15])[C:9]([O:11][CH3:12])=[O:10])=[C:2]([C:40]2[CH:39]=[CH:38][CH:37]=[C:36]3[C:41]=2[N:32]=[CH:33][CH:34]=[CH:35]3)[N:3]=[C:4]([N:17]2[CH2:22][CH2:21][CH2:20][CH2:19][CH2:18]2)[N:5]=1. The yield is 0.520. (4) The reactants are Cl[C:2]1[CH:3]=[C:4]([C:9]2[N:13]3[C:14]4[N:22]=[C:21]([O:23][CH3:24])[CH:20]=[CH:19][C:15]=4[N:16]=[C:17]([CH3:18])[C:12]3=[C:11]([CH3:25])[N:10]=2)[CH:5]=[C:6](Cl)[CH:7]=1.[F:26][C:27]([F:38])([F:37])C1C=CC=CC=1B(O)O.C([O-])([O-])=O.[K+].[K+]. The catalyst is C1C=CC([P]([Pd]([P](C2C=CC=CC=2)(C2C=CC=CC=2)C2C=CC=CC=2)([P](C2C=CC=CC=2)(C2C=CC=CC=2)C2C=CC=CC=2)[P](C2C=CC=CC=2)(C2C=CC=CC=2)C2C=CC=CC=2)(C2C=CC=CC=2)C2C=CC=CC=2)=CC=1. The product is [CH3:24][O:23][C:21]1[CH:20]=[CH:19][C:15]2[N:16]=[C:17]([CH3:18])[C:12]3[N:13]([C:9]([C:4]4[CH:5]=[CH:6][CH:7]=[CH:2][C:3]=4[C:27]([F:38])([F:37])[F:26])=[N:10][C:11]=3[CH3:25])[C:14]=2[N:22]=1. The yield is 0.980. (5) The reactants are [Cl:1][C:2]1[CH:7]=[CH:6][C:5]([C:8]2[S:12][C:11]([C:13]([OH:15])=O)=[CH:10][CH:9]=2)=[CH:4][CH:3]=1.C(Cl)(=O)C(Cl)=O.[C:22]([O:26][C:27]([N:29]1[C:37]2[C:32](=[CH:33][CH:34]=[C:35]([NH2:38])[CH:36]=2)[C:31]([N:39]([C:47]([O:49][C:50]([CH3:53])([CH3:52])[CH3:51])=[O:48])[CH2:40][C:41]2[N:42]=[CH:43][S:44][C:45]=2[CH3:46])=[N:30]1)=[O:28])([CH3:25])([CH3:24])[CH3:23].C(N(CC)CC)C. The catalyst is ClCCl.CN(C=O)C. The product is [C:22]([O:26][C:27]([N:29]1[C:37]2[C:32](=[CH:33][CH:34]=[C:35]([NH:38][C:13]([C:11]3[S:12][C:8]([C:5]4[CH:4]=[CH:3][C:2]([Cl:1])=[CH:7][CH:6]=4)=[CH:9][CH:10]=3)=[O:15])[CH:36]=2)[C:31]([N:39]([C:47]([O:49][C:50]([CH3:53])([CH3:52])[CH3:51])=[O:48])[CH2:40][C:41]2[N:42]=[CH:43][S:44][C:45]=2[CH3:46])=[N:30]1)=[O:28])([CH3:25])([CH3:24])[CH3:23]. The yield is 0.470. (6) The reactants are [N+:1]([C:4]1[CH:9]=[C:8]([N+:10]([O-:12])=[O:11])[CH:7]=[CH:6][C:5]=1[CH2:13][CH2:14][OH:15])([O-:3])=[O:2].[F:16][C:17]([F:44])([C:30]1[CH:35]=[CH:34][C:33]([O:36][CH2:37][CH2:38][CH2:39][C:40]([F:43])([F:42])[F:41])=[CH:32][CH:31]=1)[O:18][C:19]1[CH:24]=[CH:23][C:22](/[CH:25]=[CH:26]/[C:27](O)=[O:28])=[CH:21][CH:20]=1.Cl.CN(C)CCCN=C=NCC. The catalyst is CN(C)C1C=CN=CC=1.ClCCl. The product is [F:16][C:17]([F:44])([C:30]1[CH:35]=[CH:34][C:33]([O:36][CH2:37][CH2:38][CH2:39][C:40]([F:43])([F:42])[F:41])=[CH:32][CH:31]=1)[O:18][C:19]1[CH:24]=[CH:23][C:22](/[CH:25]=[CH:26]/[C:27]([O:15][CH2:14][CH2:13][C:5]2[CH:6]=[CH:7][C:8]([N+:10]([O-:12])=[O:11])=[CH:9][C:4]=2[N+:1]([O-:3])=[O:2])=[O:28])=[CH:21][CH:20]=1. The yield is 0.710.